From a dataset of Experimentally validated miRNA-target interactions with 360,000+ pairs, plus equal number of negative samples. Binary Classification. Given a miRNA mature sequence and a target amino acid sequence, predict their likelihood of interaction. (1) The miRNA is hsa-miR-6747-3p with sequence UCCUGCCUUCCUCUGCACCAG. The protein sequence of the target gene is MGIEGVSTYLKSGNMDTISAPPGFVSQTSFVLRNVPRDKESPRSVSRQEQTTGFGTDDKDSCNMFLKSRPWIVHGHTIPSSEALRPKKTEVRRRRPLKVSETKVLEEAPVFNPTEEEFRDTLSYISSLRDRAEPYGICCVVPPPSWKPPCLLKEKQIWEASTFFPQVQLFGIQTENRKIKKEVDADSNDAASEGVQLCRVERGPGYTLKSFKNFADTYKKSHFGMKDEVLGSENSSPSLKPNELIVADIEKEYRQIVESPLIEIGVLYGNDLDTATFGSGFPLSAPSESSKYSSGWNLNS.... Result: 0 (no interaction). (2) Result: 0 (no interaction). The protein sequence of the target gene is MFAGLQDLGVANGEDLKETLTNCTEPLKAIEQFQTENGVLLPSLQSALPFLDLHGTPRLEFHQSVFDELRDKLLERVSAIASEGKAEERYKKLEDLLEKSFSLVKMPSLQPVVMCVMKHLPKVPEKKLKLVMADKELYRACAVEVKRQIWQDNQALFGDEVSPLLKQYILEKESALFSTELSVLHNFFSPSPKTRRQGEVVQRLTRMVGKNVKLYDMVLQFLRTLFLRTRNVHYCTLRAELLMSLHDLDVGEICTVDPCHKFTWCLDACIRERFVDSKRARELQGFLDGVKKGQEQVLGD.... The miRNA is hsa-miR-6848-5p with sequence UGGGGGCUGGGAUGGGCCAUGGU. (3) The miRNA is hsa-miR-3940-5p with sequence GUGGGUUGGGGCGGGCUCUG. The protein sequence of the target gene is MASPVAIAAQAGKLLRERALRPLLAVRSQAGHLTPRRWLNLQEYQSKKLMSEHGVRVQRFFVANTAKEALEAAKRLNAKEIVLKAQILAGGRGKGVFNSGLKGGVHLTKDPKVVGELAQQMIGYNLATKQTPKEGVKVNKVMVAEALDISRETYLAILMDRSHNGPVIVGSPQGGVDIEEVAASSPELIFKEQIDIFEGIKDSQAQRMAENLGFLGSLKNQAADQITKLYHLFLKIDATQVEVNPFGETPEGQVVCFDAKINFDDNAEFRQKDIFAMDDKSENEPIENEAARYDLKYIGL.... Result: 0 (no interaction). (4) The miRNA is hsa-miR-650 with sequence AGGAGGCAGCGCUCUCAGGAC. The protein sequence of the target gene is MSLQYGAEETPLAGSYGAADSFPKDFGYGVEEEEEEAAAGGGGGAGAGGGCGPGGADSSKPRILLMGLRRSGKSSIQKVVFHKMSPNETLFLESTNKIYKDDISNSSFVNFQIWDFPGQMDFFDPTFDYEMIFRGTGALIYVIDAQDDYMEALTRLHITVSKAYKVNPDMNFEVFIHKVDGLSDDHKIETQRDIHQRANDDLADAGLEKLHLSFYLTSIYDHSIFEAFSKVVQKLIPQLPTLENLLNIFISNSGIEKAFLFDVVSKIYIATDSSPVDMQSYELCCDMIDVVIDVSCIYGL.... Result: 0 (no interaction). (5) The miRNA is hsa-miR-4482-3p with sequence UUUCUAUUUCUCAGUGGGGCUC. The protein sequence of the target gene is MASSGGELGSLFDHHVQRAVCDTRAKYREGRRPRAVKVYTINLESQYLLIQGVPAVGVMKELVERFALYGAIEQYNALDEYPAEDFTEVYLIKFMNLQSARTAKRKMDEQSFFGGLLHVCYAPEFETVEETRKKLQMRKAYVVKTTENKDHYVTKKKLVTEHKDTEDFRQDFHSEMSGFCKAALNTSAGNSNPYLPYSCELPLCYFSSKCMCSSGGPVDRAPDSSKDGRNHHKTMGHYNHNDSLRKTQINSLKNSVACPGAQKAITSSEAVDRFMPRTTQLQERKRRREDDRKLGTFLQT.... Result: 0 (no interaction).